From a dataset of Catalyst prediction with 721,799 reactions and 888 catalyst types from USPTO. Predict which catalyst facilitates the given reaction. (1) Reactant: [Cl:1][C:2]1[CH:24]=[CH:23][C:5]([O:6][C:7]2[CH:12]=[CH:11][C:10]([C:13](=[O:20])[CH2:14][N:15]3[CH:19]=[N:18][CH:17]=[N:16]3)=[C:9]([O:21][CH3:22])[CH:8]=2)=[CH:4][CH:3]=1.[BH4-].[Na+].[Cl-].[NH4+]. Product: [Cl:1][C:2]1[CH:3]=[CH:4][C:5]([O:6][C:7]2[CH:12]=[CH:11][C:10]([CH:13]([OH:20])[CH2:14][N:15]3[CH:19]=[N:18][CH:17]=[N:16]3)=[C:9]([O:21][CH3:22])[CH:8]=2)=[CH:23][CH:24]=1. The catalyst class is: 5. (2) Reactant: [C:1]([C:3]1[CH:4]=[C:5]([C:10]2[S:14][C:13]([C:15]([O:17][CH3:18])=[O:16])=[CH:12][CH:11]=2)[CH:6]=[CH:7][C:8]=1[OH:9])#[N:2].[Cl:19]N1C(=O)CCC1=O. Product: [Cl:19][C:11]1[CH:12]=[C:13]([C:15]([O:17][CH3:18])=[O:16])[S:14][C:10]=1[C:5]1[CH:6]=[CH:7][C:8]([OH:9])=[C:3]([C:1]#[N:2])[CH:4]=1. The catalyst class is: 10. (3) Reactant: [F:1][C:2]1[CH:23]=[CH:22][C:5]([O:6][CH2:7][C:8]2[N:9]=[C:10]3[S:17][C:16]([CH3:18])=[C:15]([C:19](O)=[O:20])[N:11]3[C:12](=[O:14])[CH:13]=2)=[CH:4][CH:3]=1.Cl.[NH2:25][CH2:26][C:27]#[N:28].C(N(CC)CC)C.Cl.CN(C)CCCN=C=NCC. Product: [C:26]([CH2:27][NH:28][C:19]([C:15]1[N:11]2[C:12](=[O:14])[CH:13]=[C:8]([CH2:7][O:6][C:5]3[CH:22]=[CH:23][C:2]([F:1])=[CH:3][CH:4]=3)[N:9]=[C:10]2[S:17][C:16]=1[CH3:18])=[O:20])#[N:25]. The catalyst class is: 468. (4) Reactant: [NH2:1][C:2]1[CH:7]=[C:6]([Cl:8])[N:5]=[C:4]([Cl:9])[N:3]=1.[CH:10]([NH:13][C:14](=[O:32])[CH2:15][O:16][C:17]1[CH:22]=[CH:21][CH:20]=[C:19](B2OC(C)(C)C(C)(C)O2)[CH:18]=1)([CH3:12])[CH3:11].[F-].[Cs+]. Product: [NH2:1][C:2]1[CH:7]=[C:6]([Cl:8])[N:5]=[C:4]([C:19]2[CH:18]=[C:17]([CH:22]=[CH:21][CH:20]=2)[O:16][CH2:15][C:14]([NH:13][CH:10]([CH3:11])[CH3:12])=[O:32])[N:3]=1.[NH2:1][C:2]1[N:3]=[C:4]([Cl:9])[N:5]=[C:6]([C:19]2[CH:18]=[C:17]([CH:22]=[CH:21][CH:20]=2)[O:16][CH2:15][C:14]([NH:13][CH:10]([CH3:11])[CH3:12])=[O:32])[CH:7]=1. The catalyst class is: 70. (5) Reactant: [CH3:1][C:2]1[N:7]=[N:6][C:5]([C:8]([OH:10])=O)=[CH:4][CH:3]=1.C1(N=C=N)CCCCC1.ON1C2C=CC=CC=2N=N1.[CH:30]1([N:34]2[CH2:40][CH2:39][C:38]3[S:41][C:42]([CH:44]4[CH2:49][CH2:48][NH:47][CH2:46][CH2:45]4)=[N:43][C:37]=3[CH2:36][CH2:35]2)[CH2:33][CH2:32][CH2:31]1. Product: [CH:30]1([N:34]2[CH2:40][CH2:39][C:38]3[S:41][C:42]([CH:44]4[CH2:49][CH2:48][N:47]([C:8]([C:5]5[N:6]=[N:7][C:2]([CH3:1])=[CH:3][CH:4]=5)=[O:10])[CH2:46][CH2:45]4)=[N:43][C:37]=3[CH2:36][CH2:35]2)[CH2:31][CH2:32][CH2:33]1. The catalyst class is: 405. (6) Reactant: [CH3:1][O:2][C:3](=[O:17])[C:4]1[CH:12]=[C:11]([O:13][CH:14]([CH3:16])[CH3:15])[CH:10]=[C:6]([C:7]([OH:9])=O)[CH:5]=1.[CH3:18][NH:19][CH2:20][CH2:21][CH3:22].Cl.CN(C)CCCN=C=NCC.O.ON1C2C=CC=CC=2N=N1. Product: [CH3:1][O:2][C:3](=[O:17])[C:4]1[CH:12]=[C:11]([O:13][CH:14]([CH3:16])[CH3:15])[CH:10]=[C:6]([C:7]([N:19]([CH3:18])[CH2:20][CH2:21][CH3:22])=[O:9])[CH:5]=1. The catalyst class is: 4. (7) The catalyst class is: 2. Reactant: C(N(CC)CC)C.[NH2:8][C:9]1[CH:14]=[CH:13][CH:12]=[CH:11][C:10]=1[OH:15].[C:16](=O)(OC(Cl)(Cl)Cl)[O:17]C(Cl)(Cl)Cl. Product: [O:15]1[C:10]2[CH:11]=[CH:12][CH:13]=[CH:14][C:9]=2[NH:8][C:16]1=[O:17]. (8) Reactant: [F:1][C:2]1([F:52])[CH2:7][CH2:6][CH:5]([C:8]2[C:17]3[C@@H:16]([OH:18])[CH2:15][C:14]([CH3:20])([CH3:19])[CH2:13][C:12]=3[N:11]=[C:10]([CH:21]3[CH2:26][CH2:25][N:24]([C:27]4[N:32]=[CH:31][C:30]([O:33][CH2:34][CH2:35][C:36]([OH:39])([CH3:38])[CH3:37])=[CH:29][N:28]=4)[CH2:23][CH2:22]3)[C:9]=2[C@@H:40]([F:51])[C:41]2[CH:46]=[CH:45][C:44]([C:47]([F:50])([F:49])[F:48])=[CH:43][CH:42]=2)[CH2:4][CH2:3]1.[C:53]([OH:60])(=[O:59])/[CH:54]=[CH:55]/[C:56]([OH:58])=[O:57].CC(C)=O. Product: [C:53]([OH:60])(=[O:59])/[CH:54]=[CH:55]/[C:56]([OH:58])=[O:57].[F:52][C:2]1([F:1])[CH2:3][CH2:4][CH:5]([C:8]2[C:17]3[C@@H:16]([OH:18])[CH2:15][C:14]([CH3:19])([CH3:20])[CH2:13][C:12]=3[N:11]=[C:10]([CH:21]3[CH2:22][CH2:23][N:24]([C:27]4[N:32]=[CH:31][C:30]([O:33][CH2:34][CH2:35][C:36]([OH:39])([CH3:37])[CH3:38])=[CH:29][N:28]=4)[CH2:25][CH2:26]3)[C:9]=2[C@@H:40]([F:51])[C:41]2[CH:46]=[CH:45][C:44]([C:47]([F:48])([F:50])[F:49])=[CH:43][CH:42]=2)[CH2:6][CH2:7]1.[F:52][C:2]1([F:1])[CH2:3][CH2:4][CH:5]([C:8]2[C:17]3[C@@H:16]([OH:18])[CH2:15][C:14]([CH3:19])([CH3:20])[CH2:13][C:12]=3[N:11]=[C:10]([CH:21]3[CH2:22][CH2:23][N:24]([C:27]4[N:32]=[CH:31][C:30]([O:33][CH2:34][CH2:35][C:36]([CH3:37])([OH:39])[CH3:38])=[CH:29][N:28]=4)[CH2:25][CH2:26]3)[C:9]=2[C@H:40]([C:41]2[CH:42]=[CH:43][C:44]([C:47]([F:48])([F:49])[F:50])=[CH:45][CH:46]=2)[F:51])[CH2:6][CH2:7]1. The catalyst class is: 6. (9) Reactant: [H-].[Na+].[NH2:3][C:4]1[CH:9]=[CH:8][C:7]([S:10][C:11]([CH3:14])([CH3:13])[CH3:12])=[CH:6][C:5]=1CC(C)(C)C(N)=O.O1[C:24]2([CH2:29]COC[CH2:25]2)[CH2:23]1.[P].[S].C[N:33]([CH3:36])C=O. Product: [C:24]([C:36]1[NH:3][C:4]2[CH:9]=[CH:8][C:7]([S:10][C:11]([CH3:12])([CH3:13])[CH3:14])=[CH:6][C:5]=2[N:33]=1)([CH3:29])([CH3:25])[CH3:23]. The catalyst class is: 6. (10) Reactant: [CH:1]([CH:3]=O)=O.[Br:5][C:6]1[CH:7]=[C:8]([NH2:16])[C:9]([NH2:15])=[CH:10][C:11]=1[O:12][CH2:13][CH3:14]. Product: [Br:5][C:6]1[CH:7]=[C:8]2[C:9](=[CH:10][C:11]=1[O:12][CH2:13][CH3:14])[N:15]=[CH:3][CH:1]=[N:16]2. The catalyst class is: 1.